From a dataset of Reaction yield outcomes from USPTO patents with 853,638 reactions. Predict the reaction yield, written as a fraction of the theoretical maximum amount of product (1.0 means a 100% yield; for example, 0.34 means a 34% yield). (1) The reactants are [CH3:1][N:2]1[C:6]([C:7](=[N:14][O:15][CH2:16][C:17]2[N:22]=[C:21]([NH2:23])[CH:20]=[CH:19][CH:18]=2)[C:8]2[CH:13]=[CH:12][CH:11]=[CH:10][CH:9]=2)=[N:5][N:4]=[N:3]1.C(N(CC)CC)C.[C:31](Cl)(=[O:37])[CH2:32][CH2:33][CH2:34][C:35]#[CH:36]. The catalyst is ClCCl. The product is [CH3:1][N:2]1[C:6]([C:7](=[N:14][O:15][CH2:16][C:17]2[N:22]=[C:21]([NH:23][C:31](=[O:37])[CH2:32][CH2:33][CH2:34][C:35]#[CH:36])[CH:20]=[CH:19][CH:18]=2)[C:8]2[CH:9]=[CH:10][CH:11]=[CH:12][CH:13]=2)=[N:5][N:4]=[N:3]1. The yield is 0.950. (2) The product is [C:1]([O:6][CH2:9][C:8]#[CH:7])(=[O:5])[C:2]([CH3:4])=[O:3]. The yield is 0.490. The reactants are [C:1]([OH:6])(=[O:5])[C:2]([CH3:4])=[O:3].[CH2:7](O)[C:8]#[CH:9].CC1C=CC(S(O)(=O)=O)=CC=1. The catalyst is C1C=CC=CC=1. (3) The reactants are Cl.[C:2](Cl)(=[O:9])[C:3]1[CH:8]=[CH:7][N:6]=[CH:5][CH:4]=1.C(N(CC)CC)C.[SH:18][C:19]1[CH:24]=[CH:23][CH:22]=[CH:21][N:20]=1.O. The catalyst is C(Cl)Cl. The product is [C:2](=[O:9])([S:18][C:19]1[CH:24]=[CH:23][CH:22]=[CH:21][N:20]=1)[C:3]1[CH:8]=[CH:7][N:6]=[CH:5][CH:4]=1. The yield is 0.770. (4) The reactants are Br[C:2]1[C:14]2[CH:13]=[CH:12][CH:11]=[CH:10][C:9]=2[C:8]2[C:7]3[C:15]4[C:20]([C:21](Br)=[CH:22][C:6]=3[O:5][C:4]=2[CH:3]=1)=[CH:19][CH:18]=[CH:17][CH:16]=4.C([Sn](CCCC)(CCCC)[C:29]1[S:30][CH:31]=[CH:32][N:33]=1)CCC.[F-].[K+]. The catalyst is C1C=CC([P]([Pd]([P](C2C=CC=CC=2)(C2C=CC=CC=2)C2C=CC=CC=2)([P](C2C=CC=CC=2)(C2C=CC=CC=2)C2C=CC=CC=2)[P](C2C=CC=CC=2)(C2C=CC=CC=2)C2C=CC=CC=2)(C2C=CC=CC=2)C2C=CC=CC=2)=CC=1.CN(C)C=O. The product is [S:30]1[CH:31]=[CH:32][N:33]=[C:29]1[C:2]1[C:14]2[CH:13]=[CH:12][CH:11]=[CH:10][C:9]=2[C:8]2[C:7]3[C:15]4[C:20]([C:21]([C:29]5[S:30][CH:31]=[CH:32][N:33]=5)=[CH:22][C:6]=3[O:5][C:4]=2[CH:3]=1)=[CH:19][CH:18]=[CH:17][CH:16]=4. The yield is 0.880. (5) The reactants are [CH3:1][C:2]1[N:3]=[C:4]([N:10]2[C:14](=[O:15])[N:13]([CH2:16][C:17]3[CH:22]=[CH:21]C(C(F)(F)F)=CC=3)[N:12]=[CH:11]2)[S:5][C:6]=1[C:7]([OH:9])=O.C1(CN2C(=O)N(C3SC(C(O)=O)=C(C)N=3)C=N2)CC1.[N:46]1[CH:51]=[CH:50][CH:49]=[C:48]([CH2:52][NH2:53])[CH:47]=1. No catalyst specified. The product is [CH:17]1([CH2:16][N:13]2[C:14](=[O:15])[N:10]([C:4]3[S:5][C:6]([C:7]([NH:53][CH2:52][C:48]4[CH:47]=[N:46][CH:51]=[CH:50][CH:49]=4)=[O:9])=[C:2]([CH3:1])[N:3]=3)[CH:11]=[N:12]2)[CH2:22][CH2:21]1. The yield is 0.490. (6) The reactants are [CH3:1][O:2][CH2:3][C:4]1[C:5]([N+:14]([O-:16])=[O:15])=[C:6]([CH2:10][CH:11]=[N:12]O)[CH:7]=[CH:8][CH:9]=1.C(OC(=O)C)(=O)C. The catalyst is O. The product is [CH3:1][O:2][CH2:3][C:4]1[C:5]([N+:14]([O-:16])=[O:15])=[C:6]([CH2:10][C:11]#[N:12])[CH:7]=[CH:8][CH:9]=1. The yield is 1.00. (7) The reactants are [CH3:1][C:2]1[S:3][C:4]([C:8]([NH:10][NH2:11])=O)=[C:5]([CH3:7])[N:6]=1.[CH3:12][N:13]=[C:14]=[S:15]. The catalyst is C(O)C. The product is [CH3:1][C:2]1[S:3][C:4]([C:8]2[N:13]([CH3:12])[C:14]([SH:15])=[N:11][N:10]=2)=[C:5]([CH3:7])[N:6]=1. The yield is 0.460. (8) The reactants are Br[C:2]1[CH:9]=[CH:8][CH:7]=[CH:6][C:3]=1[C:4]#[N:5].[Li+].[Cl-].C1C=CC([As](C2C=CC=CC=2)C2C=CC=CC=2)=CC=1.[CH3:31][O:32][C:33](=[O:54])[C@@H:34]([NH:46][C:47]([O:49][C:50]([CH3:53])([CH3:52])[CH3:51])=[O:48])[CH2:35][C:36]1[CH:41]=[CH:40][C:39]([Sn](C)(C)C)=[CH:38][CH:37]=1. The catalyst is CN1CCCC1=O.CCOC(C)=O.C1C=CC(/C=C/C(/C=C/C2C=CC=CC=2)=O)=CC=1.C1C=CC(/C=C/C(/C=C/C2C=CC=CC=2)=O)=CC=1.C1C=CC(/C=C/C(/C=C/C2C=CC=CC=2)=O)=CC=1.[Pd].[Pd]. The product is [CH3:31][O:32][C:33](=[O:54])[C@@H:34]([NH:46][C:47]([O:49][C:50]([CH3:52])([CH3:51])[CH3:53])=[O:48])[CH2:35][C:36]1[CH:41]=[CH:40][C:39]([C:2]2[CH:9]=[CH:8][CH:7]=[CH:6][C:3]=2[C:4]#[N:5])=[CH:38][CH:37]=1. The yield is 0.540. (9) The reactants are [C:1]1([CH2:7][S:8][C:9]2[N:10]=[C:11](Cl)[C:12]3[S:17][C:16]([NH2:18])=[N:15][C:13]=3[N:14]=2)[CH:6]=[CH:5][CH:4]=[CH:3][CH:2]=1.[NH2:20][CH:21]([CH:24]([CH3:26])[CH3:25])[CH2:22][OH:23]. No catalyst specified. The product is [NH2:18][C:16]1[S:17][C:12]2[C:11]([NH:20][CH:21]([CH:24]([CH3:26])[CH3:25])[CH2:22][OH:23])=[N:10][C:9]([S:8][CH2:7][C:1]3[CH:6]=[CH:5][CH:4]=[CH:3][CH:2]=3)=[N:14][C:13]=2[N:15]=1. The yield is 0.240.